This data is from NCI-60 drug combinations with 297,098 pairs across 59 cell lines. The task is: Regression. Given two drug SMILES strings and cell line genomic features, predict the synergy score measuring deviation from expected non-interaction effect. (1) Drug 1: C1CN(P(=O)(OC1)NCCCl)CCCl. Drug 2: CC(C)CN1C=NC2=C1C3=CC=CC=C3N=C2N. Cell line: HOP-62. Synergy scores: CSS=2.47, Synergy_ZIP=-2.51, Synergy_Bliss=-3.10, Synergy_Loewe=-2.59, Synergy_HSA=-3.26. (2) Drug 2: CC12CCC(CC1=CCC3C2CCC4(C3CC=C4C5=CN=CC=C5)C)O. Cell line: M14. Drug 1: C1CCN(CC1)CCOC2=CC=C(C=C2)C(=O)C3=C(SC4=C3C=CC(=C4)O)C5=CC=C(C=C5)O. Synergy scores: CSS=0.493, Synergy_ZIP=2.79, Synergy_Bliss=6.05, Synergy_Loewe=0.719, Synergy_HSA=0.973.